This data is from Full USPTO retrosynthesis dataset with 1.9M reactions from patents (1976-2016). The task is: Predict the reactants needed to synthesize the given product. (1) The reactants are: [NH2:1][C:2]1[C:6]2[C:7](=[O:21])[N:8]([CH:12]([CH:18]([CH3:20])[CH3:19])[C:13]([O:15]CC)=[O:14])[CH:9]=[C:10]([Br:11])[C:5]=2[NH:4][N:3]=1.[OH-].[Na+].C(O)C. Given the product [NH2:1][C:2]1[C:6]2[C:7](=[O:21])[N:8]([CH:12]([CH:18]([CH3:19])[CH3:20])[C:13]([OH:15])=[O:14])[CH:9]=[C:10]([Br:11])[C:5]=2[NH:4][N:3]=1, predict the reactants needed to synthesize it. (2) Given the product [CH3:63][C@H:62]([O:15][C:16]1[CH:17]=[C:18]([CH:23]=[C:24]([O:26][C:27]2[CH:39]=[CH:38][C:30]3[C:31](=[O:37])[N:32]([CH3:36])[CH2:33][CH2:34][O:35][C:29]=3[CH:28]=2)[CH:25]=1)[C:19]([O:21][CH3:22])=[O:20])[CH2:61][O:60][CH3:59], predict the reactants needed to synthesize it. The reactants are: CC(OC(/N=N/C(OC(C)C)=O)=O)C.[OH:15][C:16]1[CH:17]=[C:18]([CH:23]=[C:24]([O:26][C:27]2[CH:39]=[CH:38][C:30]3[C:31](=[O:37])[N:32]([CH3:36])[CH2:33][CH2:34][O:35][C:29]=3[CH:28]=2)[CH:25]=1)[C:19]([O:21][CH3:22])=[O:20].C1(P(C2C=CC=CC=2)C2C=CC=CC=2)C=CC=CC=1.[CH3:59][O:60][CH2:61][C@H:62](O)[CH3:63]. (3) The reactants are: [CH3:1][CH2:2][CH2:3][S:4][C:5]1[N:6]=[C:7]([NH:25][C@H:26]2[C@H:28]([C:29]3[CH:30]=[CH:31][C:32]([F:36])=[C:33]([F:35])[CH:34]=3)[CH2:27]2)[C:8]2[N:13]=[N:12][N:11]([C@H:14]3[C@H:18]([OH:19])[C@H:17]([OH:20])[C@@H:16]([O:21][CH2:22][CH2:23][OH:24])[CH2:15]3)[C:9]=2[N:10]=1.C([O-])(=O)CC([O-])=O.C(=O)([O-])[O-].[Na+].[Na+]. Given the product [CH3:1][CH2:2][CH2:3][S:4][C:5]1[N:6]=[C:7]([NH:25][C@H:26]2[C@H:28]([C:29]3[CH:30]=[CH:31][C:32]([F:36])=[C:33]([F:35])[CH:34]=3)[CH2:27]2)[C:8]2[N:13]=[N:12][N:11]([C@H:14]3[C@H:18]([OH:19])[C@H:17]([OH:20])[C@@H:16]([O:21][CH2:22][CH2:23][OH:24])[CH2:15]3)[C:9]=2[N:10]=1, predict the reactants needed to synthesize it. (4) Given the product [CH3:10][C:11]1[CH:16]=[C:15]([CH3:17])[CH:14]=[C:13]([CH3:18])[C:12]=1[S:19]([O:30][C:28]1[C:27]([CH2:31][C:32]2[CH:37]=[CH:36][C:35]([O:38][CH2:39][CH2:40][CH2:41][O:42][Si:43]([C:46]([CH3:47])([CH3:48])[CH3:49])([CH3:45])[CH3:44])=[CH:34][C:33]=2[O:50][CH3:51])=[C:26]([CH3:52])[N:25]=[C:24]([NH2:23])[N:29]=1)(=[O:20])=[O:21], predict the reactants needed to synthesize it. The reactants are: CN(C)CCCN(C)C.[CH3:10][C:11]1[CH:16]=[C:15]([CH3:17])[CH:14]=[C:13]([CH3:18])[C:12]=1[S:19](Cl)(=[O:21])=[O:20].[NH2:23][C:24]1[N:29]=[C:28]([OH:30])[C:27]([CH2:31][C:32]2[CH:37]=[CH:36][C:35]([O:38][CH2:39][CH2:40][CH2:41][O:42][Si:43]([C:46]([CH3:49])([CH3:48])[CH3:47])([CH3:45])[CH3:44])=[CH:34][C:33]=2[O:50][CH3:51])=[C:26]([CH3:52])[N:25]=1.Cl. (5) Given the product [O:19]=[C:9]1[CH:18]2[CH:13]([CH2:14][CH2:15][CH2:16][CH2:17]2)[CH2:12][CH2:11][CH:10]1[C:3]([O:6][CH3:7])=[O:8], predict the reactants needed to synthesize it. The reactants are: [H-].[Na+].[C:3](=[O:8])([O:6][CH3:7])OC.[C:9]1(=[O:19])[CH:18]2[CH:13]([CH2:14][CH2:15][CH2:16][CH2:17]2)[CH2:12][CH2:11][CH2:10]1.Cl. (6) Given the product [F:8][C:9]1[CH:10]=[C:11]([C:16]2[CH2:20][CH:19]([CH2:21][N:22]3[CH:26]=[CH:25][N:24]=[N:23]3)[O:18][N:17]=2)[CH:12]=[CH:13][C:14]=1[N:3]1[CH:7]=[CH:6][N:5]=[N:4]1, predict the reactants needed to synthesize it. The reactants are: [H-].[Na+].[NH:3]1[CH:7]=[CH:6][N:5]=[N:4]1.[F:8][C:9]1[CH:10]=[C:11]([C:16]2[CH2:20][CH:19]([CH2:21][N:22]3[CH:26]=[CH:25][N:24]=[N:23]3)[O:18][N:17]=2)[CH:12]=[CH:13][C:14]=1F. (7) Given the product [CH2:14]([O:16][C:17]([C:19]1([NH:28][C:11]([C@@H:1]2[C:10]3[C:5](=[CH:6][CH:7]=[CH:8][CH:9]=3)[CH2:4][CH2:3][CH2:2]2)=[O:13])[CH2:27][C:26]2[C:21](=[CH:22][CH:23]=[CH:24][CH:25]=2)[CH2:20]1)=[O:18])[CH3:15], predict the reactants needed to synthesize it. The reactants are: [C@@H:1]1([C:11]([OH:13])=O)[C:10]2[C:5](=[CH:6][CH:7]=[CH:8][CH:9]=2)[CH2:4][CH2:3][CH2:2]1.[CH2:14]([O:16][C:17]([C:19]1([NH2:28])[CH2:27][C:26]2[C:21](=[CH:22][CH:23]=[CH:24][CH:25]=2)[CH2:20]1)=[O:18])[CH3:15].CN(C(ON1N=NC2C=CC=NC1=2)=[N+](C)C)C.F[P-](F)(F)(F)(F)F.CCN(C(C)C)C(C)C. (8) Given the product [NH2:1][C:2]1[C:14]([Cl:15])=[C:13]2[C:5]([C:6]3[C:11]([CH2:16][CH2:17][CH2:18][CH3:19])([CH2:12]2)[CH2:10][CH2:9][C:8](=[O:20])[C:7]=3[Cl:22])=[CH:4][C:3]=1[F:21], predict the reactants needed to synthesize it. The reactants are: [NH2:1][C:2]1[C:14]([Cl:15])=[C:13]2[C:5]([C:6]3[C:11]([CH2:16][CH2:17][CH2:18][CH3:19])([CH2:12]2)[CH2:10][CH2:9][C:8](=[O:20])[CH:7]=3)=[CH:4][C:3]=1[F:21].[Cl:22]N1C(=O)CCC1=O.